From a dataset of Forward reaction prediction with 1.9M reactions from USPTO patents (1976-2016). Predict the product of the given reaction. (1) Given the reactants Br[C:2]1[N:3]=[C:4]([CH:7]([O:20][Si:21]([C:24]([CH3:27])([CH3:26])[CH3:25])([CH3:23])[CH3:22])[CH2:8][CH2:9][CH2:10][CH2:11][CH2:12][CH2:13][C:14]2[CH:19]=[CH:18][CH:17]=[CH:16][CH:15]=2)[O:5][CH:6]=1.C([Sn](CCCC)(CCCC)[C:33]1[CH:38]=[CH:37][CH:36]=[CH:35][CH:34]=1)CCC, predict the reaction product. The product is: [Si:21]([O:20][CH:7]([C:4]1[O:5][CH:6]=[C:2]([C:33]2[CH:38]=[CH:37][CH:36]=[CH:35][CH:34]=2)[N:3]=1)[CH2:8][CH2:9][CH2:10][CH2:11][CH2:12][CH2:13][C:14]1[CH:19]=[CH:18][CH:17]=[CH:16][CH:15]=1)([C:24]([CH3:27])([CH3:26])[CH3:25])([CH3:23])[CH3:22]. (2) Given the reactants [Br:1][C:2]1[CH:17]=[CH:16][C:5]2[N:6]=[C:7]([C:9]3[CH:14]=[CH:13][C:12]([CH3:15])=[CH:11][CH:10]=3)[O:8][C:4]=2[CH:3]=1.[Br:18]N1C(=O)CCC1=O.C(OOC(=O)C1C=CC=CC=1)(=O)C1C=CC=CC=1, predict the reaction product. The product is: [Br:1][C:2]1[CH:17]=[CH:16][C:5]2[N:6]=[C:7]([C:9]3[CH:10]=[CH:11][C:12]([CH2:15][Br:18])=[CH:13][CH:14]=3)[O:8][C:4]=2[CH:3]=1. (3) Given the reactants [C:1]([N:5]1[C:10](=O)[CH:9]2[C:7]([C:12]3[CH:17]=[CH:16][C:15]([Cl:18])=[C:14]([Cl:19])[CH:13]=3)([CH2:8]2)[C:6]1=[O:20])([CH3:4])([CH3:3])[CH3:2].B.C(OCC)(=O)C, predict the reaction product. The product is: [C:1]([N:5]1[CH2:10][CH:9]2[C:7]([C:12]3[CH:17]=[CH:16][C:15]([Cl:18])=[C:14]([Cl:19])[CH:13]=3)([CH2:8]2)[C:6]1=[O:20])([CH3:4])([CH3:2])[CH3:3].